Dataset: Full USPTO retrosynthesis dataset with 1.9M reactions from patents (1976-2016). Task: Predict the reactants needed to synthesize the given product. (1) The reactants are: [H-].[Na+].[Br:3][C:4]1[CH:5]=[C:6]2[C:11](=[CH:12][CH:13]=1)[N:10]=[CH:9][NH:8][C:7]2=[O:14].C(Cl)Cl.[OH2:18]. Given the product [Br:3][C:4]1[CH:5]=[C:6]2[C:11](=[CH:12][CH:13]=1)[N:10]=[CH:9][N:8]([C:7](=[O:14])[CH2:6][CH2:5][OH:18])[C:7]2=[O:14], predict the reactants needed to synthesize it. (2) Given the product [NH2:10][C@H:11]([C:20]([OH:22])=[O:21])[CH2:12][CH:13]([CH3:18])[CH3:14], predict the reactants needed to synthesize it. The reactants are: N[C@H](C(O)=O)[C@H](CC)C.[NH2:10][C@H:11]([C:20]([OH:22])=[O:21])[CH2:12][C:13]1[CH:18]=CC(O)=C[CH:14]=1.N[C@H](C(O)=O)CC1C=CC=CC=1.N[C@H](C(O)=O)CC1C2C(=CC=CC=2)NC=1. (3) The reactants are: [CH3:1][C:2]([CH3:21])([O:10][CH2:11][CH2:12][N:13]1[CH2:18][CH2:17][CH:16]([CH:19]=O)[CH2:15][CH2:14]1)[CH2:3][C:4]1[CH:9]=[CH:8][CH:7]=[CH:6][CH:5]=1.[OH:22][C:23]1[CH:24]=[CH:25][C:26]([C@@H:34]([OH:56])[CH2:35][NH:36]CC2(O)CCN(CCOCCC3C=CC=CC=3)CC2)=[C:27]2[C:32]=1[NH:31][C:30](=[O:33])[CH:29]=[CH:28]2.NC[C@@H](C1C=CC(O)=C2C=1C=CC(=O)N2)O[Si](C(C)(C)C)(C)C.C([BH3-])#N.[Na+].F.F.F.C(N(CC)CC)C. Given the product [CH3:1][C:2]([CH3:21])([O:10][CH2:11][CH2:12][N:13]1[CH2:18][CH2:17][CH:16]([CH2:19][NH:36][CH2:35][C@@H:34]([C:26]2[CH:25]=[CH:24][C:23]([OH:22])=[C:32]3[C:27]=2[CH:28]=[CH:29][C:30](=[O:33])[NH:31]3)[OH:56])[CH2:15][CH2:14]1)[CH2:3][C:4]1[CH:9]=[CH:8][CH:7]=[CH:6][CH:5]=1, predict the reactants needed to synthesize it. (4) The reactants are: [CH2:1]([N:8]([CH2:19][C:20]1[CH:36]=[CH:35][C:23]([C:24]([NH:26][CH2:27][C:28]2[CH:33]=[CH:32][CH:31]=[C:30](Cl)[CH:29]=2)=[O:25])=[CH:22][CH:21]=1)[S:9]([C:12]1[CH:17]=[CH:16][C:15]([Cl:18])=[CH:14][CH:13]=1)(=[O:11])=[O:10])[C:2]1[CH:7]=[CH:6][CH:5]=[CH:4][CH:3]=1.[C:37]1(C2(N)CC2)C=CC=C[CH:38]=1. Given the product [CH2:1]([N:8]([CH2:19][C:20]1[CH:36]=[CH:35][C:23]([C:24]([NH:26][C:27]2([C:28]3[CH:33]=[CH:32][CH:31]=[CH:30][CH:29]=3)[CH2:38][CH2:37]2)=[O:25])=[CH:22][CH:21]=1)[S:9]([C:12]1[CH:13]=[CH:14][C:15]([Cl:18])=[CH:16][CH:17]=1)(=[O:10])=[O:11])[C:2]1[CH:7]=[CH:6][CH:5]=[CH:4][CH:3]=1, predict the reactants needed to synthesize it. (5) Given the product [Cl:21][C:15]1[CH:16]=[C:17]([Cl:20])[CH:18]=[CH:19][C:14]=1[O:13][CH2:12][C:11]([NH:10][C:5]1[CH:6]=[CH:7][CH:8]=[CH:9][C:4]=1[C:3]([OH:23])=[O:2])=[O:22], predict the reactants needed to synthesize it. The reactants are: C[O:2][C:3](=[O:23])[C:4]1[CH:9]=[CH:8][CH:7]=[CH:6][C:5]=1[NH:10][C:11](=[O:22])[CH2:12][O:13][C:14]1[CH:19]=[CH:18][C:17]([Cl:20])=[CH:16][C:15]=1[Cl:21].Cl.C(OCC)(=O)C.